From a dataset of Forward reaction prediction with 1.9M reactions from USPTO patents (1976-2016). Predict the product of the given reaction. (1) Given the reactants [OH-].[Na+].C([C:5](CC)([C:9]([C:11]([O-:13])=[O:12])=O)[C:6]([O-])=[O:7])C.[Na+].[Na+].C(O)(=O)C.[CH:22]([NH2:24])=[NH:23].Cl, predict the reaction product. The product is: [O:7]=[C:6]1[NH:24][CH:22]=[N:23][C:9]([C:11]([OH:13])=[O:12])=[CH:5]1. (2) Given the reactants [Cl:1][C:2]1[C:10](OS(C(F)(F)F)(=O)=O)=[CH:9][C:8]([C:19]2[N:20]([C:35]([O:37][C:38]([CH3:41])([CH3:40])[CH3:39])=[O:36])[C:21]3[C:26]([CH:27]=2)=[CH:25][C:24]([CH2:28][N:29]2[CH2:34][CH2:33][CH2:32][CH2:31][CH2:30]2)=[CH:23][CH:22]=3)=[C:7]2[C:3]=1[CH2:4][NH:5][C:6]2=[O:42].B1(C=C)OB([CH:49]=[CH2:50])OB(C=C)O1.C1C=CN=CC=1.C(=O)([O-])[O-].[K+].[K+].O, predict the reaction product. The product is: [Cl:1][C:2]1[C:10]([CH:49]=[CH2:50])=[CH:9][C:8]([C:19]2[N:20]([C:35]([O:37][C:38]([CH3:39])([CH3:40])[CH3:41])=[O:36])[C:21]3[C:26]([CH:27]=2)=[CH:25][C:24]([CH2:28][N:29]2[CH2:34][CH2:33][CH2:32][CH2:31][CH2:30]2)=[CH:23][CH:22]=3)=[C:7]2[C:3]=1[CH2:4][NH:5][C:6]2=[O:42]. (3) Given the reactants [Cl:1][C:2]1[C:41]([Cl:42])=[CH:40][CH:39]=[CH:38][C:3]=1[O:4][C:5]1[N:15]=[C:14]([NH:16][C:17]2[CH:22]=[CH:21][C:20]([N:23]3[CH2:28][CH2:27][N:26](C(OC(C)(C)C)=O)[CH2:25][CH2:24]3)=[CH:19][C:18]=2[O:36][CH3:37])[C:8]2[C:9](=[O:13])[NH:10][N:11]=[CH:12][C:7]=2[CH:6]=1.FC(F)(F)C(O)=O, predict the reaction product. The product is: [Cl:1][C:2]1[C:41]([Cl:42])=[CH:40][CH:39]=[CH:38][C:3]=1[O:4][C:5]1[N:15]=[C:14]([NH:16][C:17]2[CH:22]=[CH:21][C:20]([N:23]3[CH2:28][CH2:27][NH:26][CH2:25][CH2:24]3)=[CH:19][C:18]=2[O:36][CH3:37])[C:8]2[C:9](=[O:13])[NH:10][N:11]=[CH:12][C:7]=2[CH:6]=1. (4) Given the reactants Cl.[Cl:2]C1C=CC=CC=1NC(NC1C=CC(C2SC(C3CCNCC3)=NC=2)=CC=1)=O.[F:30][C:31]1[CH:36]=[C:35]([F:37])[CH:34]=[CH:33][C:32]=1[NH:38][C:39](=[O:65])[NH:40][C:41]1[CH:46]=[CH:45][C:44]([C:47]2[S:51][C:50]([CH:52]3[CH2:57][CH2:56][N:55](C(OC(C)(C)C)=O)[CH2:54][CH2:53]3)=[N:49][CH:48]=2)=[CH:43][CH:42]=1.Cl, predict the reaction product. The product is: [ClH:2].[F:30][C:31]1[CH:36]=[C:35]([F:37])[CH:34]=[CH:33][C:32]=1[NH:38][C:39]([NH:40][C:41]1[CH:42]=[CH:43][C:44]([C:47]2[S:51][C:50]([CH:52]3[CH2:57][CH2:56][NH:55][CH2:54][CH2:53]3)=[N:49][CH:48]=2)=[CH:45][CH:46]=1)=[O:65]. (5) Given the reactants C(C1C=C(NS(C)(=O)=O)C(OC)=C(NC(=O)[NH:13][C:14]2[C:23]3[C:18](=[CH:19][CH:20]=[CH:21][CH:22]=3)[C:17]([O:24][C:25]3[CH:30]=[CH:29][N:28]=[C:27]([NH:31][C:32]4[CH:33]=[C:34]([CH:46]=[C:47]([O:49][CH3:50])[CH:48]=4)[C:35]([NH:37][CH2:38][CH2:39][N:40]4[CH2:45][CH2:44][O:43][CH2:42][CH2:41]4)=[O:36])[CH:26]=3)=[CH:16][CH:15]=2)C=1)(C)(C)C.Cl.C([O-])([O-])=O.[Na+].[Na+], predict the reaction product. The product is: [NH2:13][C:14]1[C:23]2[C:18](=[CH:19][CH:20]=[CH:21][CH:22]=2)[C:17]([O:24][C:25]2[CH:30]=[CH:29][N:28]=[C:27]([NH:31][C:32]3[CH:33]=[C:34]([CH:46]=[C:47]([O:49][CH3:50])[CH:48]=3)[C:35]([NH:37][CH2:38][CH2:39][N:40]3[CH2:45][CH2:44][O:43][CH2:42][CH2:41]3)=[O:36])[CH:26]=2)=[CH:16][CH:15]=1.